Task: Predict which catalyst facilitates the given reaction.. Dataset: Catalyst prediction with 721,799 reactions and 888 catalyst types from USPTO (1) Reactant: [C:1]([O:5][C:6]([N:8]1[CH2:13][CH2:12][N:11]([C:14]2[CH:19]=[CH:18][C:17]([N+:20]([O-])=O)=[CH:16][C:15]=2[F:23])[CH2:10][CH2:9]1)=[O:7])([CH3:4])([CH3:3])[CH3:2].[H][H]. Product: [C:1]([O:5][C:6]([N:8]1[CH2:13][CH2:12][N:11]([C:14]2[CH:19]=[CH:18][C:17]([NH2:20])=[CH:16][C:15]=2[F:23])[CH2:10][CH2:9]1)=[O:7])([CH3:4])([CH3:2])[CH3:3]. The catalyst class is: 50. (2) Reactant: [CH2:1]([O:8][C:9]([N:11]([C@H:13]1[CH2:17][CH2:16][N:15](C(OC(C)(C)C)=O)[CH2:14]1)[CH3:12])=[O:10])[C:2]1[CH:7]=[CH:6][CH:5]=[CH:4][CH:3]=1. Product: [CH3:12][N:11]([C@H:13]1[CH2:17][CH2:16][NH:15][CH2:14]1)[C:9](=[O:10])[O:8][CH2:1][C:2]1[CH:7]=[CH:6][CH:5]=[CH:4][CH:3]=1. The catalyst class is: 617. (3) Reactant: [Cl:1][C:2]1[CH:3]=[C:4]([NH2:9])[C:5]([NH2:8])=[N:6][CH:7]=1.[C:10]1([CH3:27])[CH:15]=[CH:14][C:13]([C:16](=O)[C:17]([C:19]2[CH:24]=[CH:23][C:22]([CH3:25])=[CH:21][CH:20]=2)=O)=[CH:12][CH:11]=1. Product: [Cl:1][C:2]1[CH:7]=[N:6][C:5]2=[N:8][C:16]([C:13]3[CH:12]=[CH:11][C:10]([CH3:27])=[CH:15][CH:14]=3)=[C:17]([C:19]3[CH:24]=[CH:23][C:22]([CH3:25])=[CH:21][CH:20]=3)[N:9]=[C:4]2[CH:3]=1. The catalyst class is: 14. (4) Reactant: Br[C:2]1[N:6]2[N:7]=[C:8]([N:11]3[CH2:15][CH2:14][CH2:13][CH:12]3[C:16]3[CH:21]=[C:20]([F:22])[CH:19]=[CH:18][C:17]=3[F:23])[CH:9]=[CH:10][C:5]2=[N:4][CH:3]=1.C(=O)([O-])[O-].[Na+].[Na+].[C:30]([C:32]1[CH:37]=[CH:36][C:35](B(O)O)=[CH:34][CH:33]=1)#[N:31]. Product: [F:23][C:17]1[CH:18]=[CH:19][C:20]([F:22])=[CH:21][C:16]=1[C@H:12]1[CH2:13][CH2:14][CH2:15][N:11]1[C:8]1[CH:9]=[CH:10][C:5]2[N:6]([C:2]([C:35]3[CH:36]=[CH:37][C:32]([C:30]#[N:31])=[CH:33][CH:34]=3)=[CH:3][N:4]=2)[N:7]=1. The catalyst class is: 70.